From a dataset of Peptide-MHC class I binding affinity with 185,985 pairs from IEDB/IMGT. Regression. Given a peptide amino acid sequence and an MHC pseudo amino acid sequence, predict their binding affinity value. This is MHC class I binding data. The peptide sequence is RTLHPFGCK. The MHC is HLA-B15:01 with pseudo-sequence HLA-B15:01. The binding affinity (normalized) is 0.0847.